From a dataset of Catalyst prediction with 721,799 reactions and 888 catalyst types from USPTO. Predict which catalyst facilitates the given reaction. (1) Reactant: [CH3:1][NH:2][C:3]1[CH2:7][S:6][C:5](=[O:8])[N:4]=1.CC(C)([O-])C.[K+].[F:15][C:16]([F:41])([F:40])[C:17]1[CH:35]=[C:34]([C:36]([F:39])([F:38])[F:37])[CH:33]=[CH:32][C:18]=1[CH2:19][O:20][C:21]1[C:28]([O:29][CH3:30])=[CH:27][C:24]([CH:25]=O)=[C:23]([Br:31])[CH:22]=1.[Cl-].[NH4+]. Product: [F:40][C:16]([F:15])([F:41])[C:17]1[CH:35]=[C:34]([C:36]([F:38])([F:39])[F:37])[CH:33]=[CH:32][C:18]=1[CH2:19][O:20][C:21]1[C:28]([O:29][CH3:30])=[CH:27][C:24](/[CH:25]=[C:7]2/[C:3]([NH:2][CH3:1])=[N:4][C:5](=[O:8])[S:6]/2)=[C:23]([Br:31])[CH:22]=1. The catalyst class is: 8. (2) Reactant: C[Si](C)(C)[N-][Si](C)(C)C.[Li+].C1(N2C(S([CH2:25][C@@H:26]3[NH:30][C:29](=[O:31])[CH2:28][CH2:27]3)(=O)=O)=NN=N2)C=CC=CC=1.[CH:32]1([C:35]2[CH:36]=[CH:37][C:38]([C:43]([C:45]3[CH:50]=[CH:49][C:48]([S:51][CH3:52])=[CH:47][CH:46]=3)=O)=[N:39][C:40]=2[O:41][CH3:42])[CH2:34][CH2:33]1.[Cl-].[NH4+]. Product: [CH:32]1([C:35]2[CH:36]=[CH:37][C:38](/[C:43](/[C:45]3[CH:46]=[CH:47][C:48]([S:51][CH3:52])=[CH:49][CH:50]=3)=[CH:25]/[C@@H:26]3[NH:30][C:29](=[O:31])[CH2:28][CH2:27]3)=[N:39][C:40]=2[O:41][CH3:42])[CH2:34][CH2:33]1. The catalyst class is: 7. (3) Reactant: [CH2:1]([Mg]Br)[CH:2]([CH3:4])[CH3:3].[F:7][C:8]1[CH:15]=[C:14]([C:16]([F:19])([F:18])[F:17])[CH:13]=[CH:12][C:9]=1[CH:10]=[O:11].[Cl-].[NH4+].Cl. Product: [F:7][C:8]1[CH:15]=[C:14]([C:16]([F:17])([F:18])[F:19])[CH:13]=[CH:12][C:9]=1[CH:10]([OH:11])[CH2:1][CH:2]([CH3:4])[CH3:3]. The catalyst class is: 116. (4) Reactant: [C:1]1([C:11]2[CH:16]=[CH:15][CH:14]=[CH:13][CH:12]=2)[CH:6]=[CH:5][C:4]([CH2:7][CH2:8][CH2:9][OH:10])=[CH:3][CH:2]=1.CC(OI1(OC(C)=O)(OC(C)=O)OC(=O)C2C=CC=CC1=2)=O.C(OCC)C. Product: [C:1]1([C:11]2[CH:12]=[CH:13][CH:14]=[CH:15][CH:16]=2)[CH:2]=[CH:3][C:4]([CH2:7][CH2:8][CH:9]=[O:10])=[CH:5][CH:6]=1. The catalyst class is: 2. (5) Reactant: [Br:1][C:2]1[CH:3]=[CH:4][C:5]2[N:6]([CH2:16][CH:17]([OH:21])[C:18](O)=[O:19])[C:7]3[C:12]([C:13]=2[CH:14]=1)=[CH:11][C:10]([Br:15])=[CH:9][CH:8]=3.S(Cl)(Cl)=O.[CH3:26][O:27][C:28]1[CH:33]=[CH:32][CH:31]=[C:30]([NH2:34])[CH:29]=1.CCN(CC)CC. The catalyst class is: 2. Product: [Br:15][C:10]1[CH:9]=[CH:8][C:7]2[N:6]([CH2:16][CH:17]([OH:21])[C:18]([NH:34][C:30]3[CH:31]=[CH:32][CH:33]=[C:28]([O:27][CH3:26])[CH:29]=3)=[O:19])[C:5]3[C:13]([C:12]=2[CH:11]=1)=[CH:14][C:2]([Br:1])=[CH:3][CH:4]=3. (6) Reactant: [CH:1]([C:3]1[CH:4]=[C:5]([C:14]([O:16][CH2:17][CH3:18])=[O:15])[C:6](=[O:13])[N:7]2[C:12]=1[CH:11]=[CH:10][CH:9]=[CH:8]2)=O.C(O)(=O)C.[C:23]([O:31][CH2:32][CH3:33])(=[O:30])[CH2:24][C:25]([O:27][CH2:28][CH3:29])=[O:26]. Product: [C:23]([C:24]([C:25]([O:27][CH2:28][CH3:29])=[O:26])=[CH:1][C:3]1[CH:4]=[C:5]([C:14]([O:16][CH2:17][CH3:18])=[O:15])[C:6](=[O:13])[N:7]2[C:12]=1[CH:11]=[CH:10][CH:9]=[CH:8]2)([O:31][CH2:32][CH3:33])=[O:30]. The catalyst class is: 48. (7) Reactant: [OH-].[Li+].[CH:3]1([C@H:9]([NH:14][C:15]([C:17]2[CH:22]=[CH:21][C:20]([C:23]3[CH:27]=[CH:26][S:25][CH:24]=3)=[CH:19][C:18]=2[NH:28][C:29]([NH:31][C:32]2[C:37]([CH3:38])=[CH:36][CH:35]=[CH:34][C:33]=2[CH3:39])=[O:30])=[O:16])[C:10]([O:12]C)=[O:11])[CH2:8][CH2:7][CH2:6][CH2:5][CH2:4]1.CO.O. Product: [CH:3]1([C@H:9]([NH:14][C:15]([C:17]2[CH:22]=[CH:21][C:20]([C:23]3[CH:27]=[CH:26][S:25][CH:24]=3)=[CH:19][C:18]=2[NH:28][C:29]([NH:31][C:32]2[C:33]([CH3:39])=[CH:34][CH:35]=[CH:36][C:37]=2[CH3:38])=[O:30])=[O:16])[C:10]([OH:12])=[O:11])[CH2:4][CH2:5][CH2:6][CH2:7][CH2:8]1. The catalyst class is: 1.